Dataset: Full USPTO retrosynthesis dataset with 1.9M reactions from patents (1976-2016). Task: Predict the reactants needed to synthesize the given product. (1) Given the product [CH3:32][S:33]([O:16][CH2:15][CH2:14][O:13][C:6]12[CH2:12][C:2]3([CH3:1])[CH2:9][C:8]([CH3:11])([CH2:10][C:4]([CH2:17][N:18]4[C:22]([CH3:23])=[C:21]([I:24])[CH:20]=[N:19]4)([CH2:3]3)[CH2:5]1)[CH2:7]2)(=[O:35])=[O:34], predict the reactants needed to synthesize it. The reactants are: [CH3:1][C:2]12[CH2:12][C:6]3([O:13][CH2:14][CH2:15][OH:16])[CH2:7][C:8]([CH3:11])([CH2:10][C:4]([CH2:17][N:18]4[C:22]([CH3:23])=[C:21]([I:24])[CH:20]=[N:19]4)([CH2:5]3)[CH2:3]1)[CH2:9]2.C(N(CC)CC)C.[CH3:32][S:33](Cl)(=[O:35])=[O:34]. (2) The reactants are: [CH3:1][O:2][C:3](=[O:25])[CH:4]([F:24])[CH2:5][C:6]1[CH:11]=[C:10]([Cl:12])[C:9]([O:13][C:14]2[CH:19]=[CH:18][C:17]([N+:20]([O-])=O)=[CH:16][CH:15]=2)=[C:8]([Cl:23])[CH:7]=1. Given the product [CH3:1][O:2][C:3](=[O:25])[CH:4]([F:24])[CH2:5][C:6]1[CH:7]=[C:8]([Cl:23])[C:9]([O:13][C:14]2[CH:19]=[CH:18][C:17]([NH2:20])=[CH:16][CH:15]=2)=[C:10]([Cl:12])[CH:11]=1, predict the reactants needed to synthesize it. (3) The reactants are: C([O:5][C:6](=[O:19])[C:7]([S:10][C:11]1[S:12][CH:13]=[C:14]([CH2:16][CH2:17]O)[N:15]=1)([CH3:9])[CH3:8])(C)(C)C.[NH2:20][C:21]1[CH:26]=[CH:25][N:24]=[CH:23][CH:22]=1.[ClH:27].O1[CH2:33][CH2:32]OCC1. Given the product [ClH:27].[CH2:23]([N:20]([C:21]1[CH:26]=[CH:25][N:24]=[CH:23][CH:22]=1)[CH2:17][CH2:16][C:14]1[N:15]=[C:11]([S:10][C:7]([CH3:8])([CH3:9])[C:6]([OH:5])=[O:19])[S:12][CH:13]=1)[CH2:22][CH2:21][CH2:26][CH2:25][CH2:32][CH3:33], predict the reactants needed to synthesize it. (4) Given the product [Cl:35][C:30]1[CH:31]=[C:32]2[C:27](=[CH:28][CH:29]=1)[CH:26]=[C:25]([S:22]([N:5]([C@H:6]1[CH2:11][CH2:10][CH2:9][N:8]([CH:12]3[CH2:13][CH2:14][N:15]([CH:18]([CH3:20])[CH3:19])[CH2:16][CH2:17]3)[C:7]1=[O:21])[CH2:4][C:3]([NH2:37])=[O:2])(=[O:23])=[O:24])[CH:34]=[CH:33]2, predict the reactants needed to synthesize it. The reactants are: C[O:2][C:3](=O)[CH2:4][N:5]([S:22]([C:25]1[CH:34]=[CH:33][C:32]2[C:27](=[CH:28][CH:29]=[C:30]([Cl:35])[CH:31]=2)[CH:26]=1)(=[O:24])=[O:23])[C@H:6]1[CH2:11][CH2:10][CH2:9][N:8]([CH:12]2[CH2:17][CH2:16][N:15]([CH:18]([CH3:20])[CH3:19])[CH2:14][CH2:13]2)[C:7]1=[O:21].[NH3:37]. (5) Given the product [CH2:16]([O:1][C:2]1[CH:3]=[CH:4][C:5]([CH2:8][CH:9]([OH:15])[C:10]([O:12][CH2:13][CH3:14])=[O:11])=[CH:6][CH:7]=1)[C:17]1[CH:22]=[CH:21][CH:20]=[CH:19][CH:18]=1, predict the reactants needed to synthesize it. The reactants are: [OH:1][C:2]1[CH:7]=[CH:6][C:5]([CH2:8][CH:9]([OH:15])[C:10]([O:12][CH2:13][CH3:14])=[O:11])=[CH:4][CH:3]=1.[CH2:16](Br)[C:17]1[CH:22]=[CH:21][CH:20]=[CH:19][CH:18]=1.C(=O)([O-])[O-].[Ca+2]. (6) Given the product [C:16]12([CH3:20])[C:12]([CH3:21])([CH3:11])[CH:13]([CH2:14][CH2:15]1)[CH2:18][C:17]2=[O:19], predict the reactants needed to synthesize it. The reactants are: C(Cl)(=O)C(Cl)=O.CS(C)=O.[CH3:11][C:12]1([CH3:21])[C:16]2([CH3:20])[CH:17]([OH:19])[CH2:18][CH:13]1[CH2:14][CH2:15]2.C(N(C(C)C)CC)(C)C. (7) Given the product [Cl:1][C:2]1[N:7]=[CH:6][C:5]([CH2:8][NH:9][C:10]2[N:15]=[C:14]([NH:16][C:17]3[CH:22]=[CH:21][C:20]([F:23])=[C:19]([C:24]([F:25])([F:27])[F:26])[CH:18]=3)[N:13]=[C:12]([NH:28][N:29]=[CH:37][C:36]3[CH:39]=[CH:40][C:33]([O:32][C:31]([F:30])([F:41])[F:42])=[CH:34][CH:35]=3)[N:11]=2)=[CH:4][CH:3]=1, predict the reactants needed to synthesize it. The reactants are: [Cl:1][C:2]1[N:7]=[CH:6][C:5]([CH2:8][NH:9][C:10]2[N:15]=[C:14]([NH:16][C:17]3[CH:22]=[CH:21][C:20]([F:23])=[C:19]([C:24]([F:27])([F:26])[F:25])[CH:18]=3)[N:13]=[C:12]([NH:28][NH2:29])[N:11]=2)=[CH:4][CH:3]=1.[F:30][C:31]([F:42])([F:41])[O:32][C:33]1[CH:40]=[CH:39][C:36]([CH:37]=O)=[CH:35][CH:34]=1.